This data is from Full USPTO retrosynthesis dataset with 1.9M reactions from patents (1976-2016). The task is: Predict the reactants needed to synthesize the given product. (1) Given the product [F:1][C:2]1[C:3]2[N:15]=[C:25]([C@@H:24]([NH2:23])[CH3:28])[N:8]([C:9]3[CH:14]=[CH:13][CH:12]=[CH:11][CH:10]=3)[C:4]=2[CH:5]=[CH:6][CH:7]=1, predict the reactants needed to synthesize it. The reactants are: [F:1][C:2]1[CH:7]=[CH:6][CH:5]=[C:4]([NH:8][C:9]2[CH:14]=[CH:13][CH:12]=[CH:11][CH:10]=2)[C:3]=1[NH2:15].C(OC([NH:23][C@@H:24]([CH3:28])[C:25](O)=O)=O)(C)(C)C.C1C=NC2N(O)N=NC=2C=1.Cl.CN(C)CCCN=C=NCC.CN1CCOCC1. (2) Given the product [CH2:14]([O:21][CH2:22][C:23]1[N:24]=[C:5]([OH:6])[C:4]([N+:10]([O-:12])=[O:11])=[CH:3][N:25]=1)[C:15]1[CH:20]=[CH:19][CH:18]=[CH:17][CH:16]=1, predict the reactants needed to synthesize it. The reactants are: CN(C)[CH:3]=[C:4]([N+:10]([O-:12])=[O:11])[C:5](OCC)=[O:6].[CH2:14]([O:21][CH2:22][C:23](=[NH:25])[NH2:24])[C:15]1[CH:20]=[CH:19][CH:18]=[CH:17][CH:16]=1.O(C)[Na].Cl. (3) Given the product [CH3:1][C:2]1[CH:7]=[CH:6][C:5]([CH2:8][CH:9]=[O:10])=[CH:4][CH:3]=1, predict the reactants needed to synthesize it. The reactants are: [CH3:1][C:2]1[CH:7]=[CH:6][C:5]([CH2:8][C:9](OCC)=[O:10])=[CH:4][CH:3]=1.[H-].C([Al+]CC(C)C)C(C)C.C1(C)C=CC=CC=1. (4) Given the product [CH2:1]([C:3]1[C:4]([OH:27])=[C:5]([C:23]([OH:25])=[O:24])[C:6](=[O:22])[NH:7][C:8]=1[C:9]1[CH:10]=[CH:11][C:12]([CH:15]2[CH2:20][CH2:19][N:18]([CH3:21])[CH2:17][CH2:16]2)=[CH:13][CH:14]=1)[CH3:2], predict the reactants needed to synthesize it. The reactants are: [CH2:1]([C:3]1[C:4]([OH:27])=[C:5]([C:23]([O:25]C)=[O:24])[C:6](=[O:22])[NH:7][C:8]=1[C:9]1[CH:14]=[CH:13][C:12]([CH:15]2[CH2:20][CH2:19][N:18]([CH3:21])[CH2:17][CH2:16]2)=[CH:11][CH:10]=1)[CH3:2].[I-].[Li+].